Dataset: Catalyst prediction with 721,799 reactions and 888 catalyst types from USPTO. Task: Predict which catalyst facilitates the given reaction. (1) Reactant: Br[C:2]1[N:7]=[CH:6][C:5]([O:8][C@@H:9]2[CH2:13][CH2:12][NH:11][C:10]2=[O:14])=[CH:4][CH:3]=1.[CH3:15][S-:16].[Na+].CN(C=O)C.O. Product: [CH3:15][S:16][C:2]1[N:7]=[CH:6][C:5]([O:8][C@@H:9]2[CH2:13][CH2:12][NH:11][C:10]2=[O:14])=[CH:4][CH:3]=1. The catalyst class is: 425. (2) Reactant: N12CCCN=C1CCCCC2.Cl.[NH2:13][CH2:14][C:15]1[CH:23]=[CH:22][CH:21]=[C:20]2[C:16]=1[C:17](=[O:33])[N:18]([CH:25]1[CH2:30][CH2:29][C:28](=[O:31])[NH:27][C:26]1=[O:32])[C:19]2=[O:24].[C:34]([N:38]=[C:39]=[O:40])([CH3:37])([CH3:36])[CH3:35]. Product: [C:34]([NH:38][C:39]([NH:13][CH2:14][C:15]1[CH:23]=[CH:22][CH:21]=[C:20]2[C:16]=1[C:17](=[O:33])[N:18]([CH:25]1[CH2:30][CH2:29][C:28](=[O:31])[NH:27][C:26]1=[O:32])[C:19]2=[O:24])=[O:40])([CH3:37])([CH3:36])[CH3:35]. The catalyst class is: 10. (3) Reactant: [F:1][C:2]1[CH:7]=[C:6]([I:8])[CH:5]=[CH:4][C:3]=1[NH:9][C:10]1[N:15]([CH3:16])[C:14](=[O:17])[C:13]2[N:18]=[CH:19][S:20][C:12]=2[C:11]=1[C:21](O)=[O:22].[CH:24]([O:26][CH2:27][CH2:28][O:29][NH2:30])=[CH2:25].CN(C(ON1N=NC2C=CC=NC1=2)=[N+](C)C)C.F[P-](F)(F)(F)(F)F. The catalyst class is: 3. Product: [F:1][C:2]1[CH:7]=[C:6]([I:8])[CH:5]=[CH:4][C:3]=1[NH:9][C:10]1[N:15]([CH3:16])[C:14](=[O:17])[C:13]2[N:18]=[CH:19][S:20][C:12]=2[C:11]=1[C:21]([NH:30][O:29][CH2:28][CH2:27][O:26][CH:24]=[CH2:25])=[O:22]. (4) Reactant: [Cl:1][C:2]1[CH:3]=[C:4]([C:15]([O:17]C)=[O:16])[C:5]2[C:10]([CH3:11])=[N:9][N:8]([CH:12]3[CH2:14][CH2:13]3)[C:6]=2[N:7]=1.[OH-].[Na+]. Product: [Cl:1][C:2]1[CH:3]=[C:4]([C:15]([OH:17])=[O:16])[C:5]2[C:10]([CH3:11])=[N:9][N:8]([CH:12]3[CH2:13][CH2:14]3)[C:6]=2[N:7]=1. The catalyst class is: 8. (5) Reactant: [CH3:1][S:2][C:3]1[N:8]=[C:7]([N:9]2CC[CH2:12][N:11]3[C:15](=[O:25])[CH:16]=[C:17]([C:19]4[CH:24]=[CH:23][CH:22]=[CH:21][CH:20]=4)[CH:18]=[C:10]23)[CH:6]=[CH:5][N:4]=1.NC1N(C)C(=O)C=C(C2C=CC=CC=2)C=1.CC(C)([O-])C.[Na+].C1C=CC(P(C2C(C3C(P(C4C=CC=CC=4)C4C=CC=CC=4)=CC=C4C=3C=CC=C4)=C3C(C=CC=C3)=CC=2)C2C=CC=CC=2)=CC=1.ClC1C=CN=C(SC)N=1. Product: [CH3:12][N:11]1[C:10]([NH:9][C:7]2[CH:6]=[CH:5][N:4]=[C:3]([S:2][CH3:1])[N:8]=2)=[CH:18][C:17]([C:19]2[CH:20]=[CH:21][CH:22]=[CH:23][CH:24]=2)=[CH:16][C:15]1=[O:25]. The catalyst class is: 718. (6) Reactant: [N:1]1([C:8]2[CH:13]=[CH:12][N:11]=[C:10]([NH:14][CH:15]3[CH2:20][CH2:19][CH2:18][N:17]([CH:21]4[CH2:26][CH2:25][CH2:24][CH2:23][CH2:22]4)[CH:16]3[CH2:27][CH2:28][NH:29][CH2:30][CH2:31][O:32][Si:33]([C:36]([CH3:39])([CH3:38])[CH3:37])([CH3:35])[CH3:34])[N:9]=2)[CH2:7][CH2:6][CH2:5][CH2:4][CH2:3][CH2:2]1.[C:40]([O:44][C:45]([N:47]1[CH2:52][CH2:51][CH:50]([C:53](O)=[O:54])[CH2:49][CH2:48]1)=[O:46])([CH3:43])([CH3:42])[CH3:41].F[P-](F)(F)(F)(F)F.N1(OC(N(C)C)=[N+](C)C)C2C=CC=CC=2N=N1.C(N(C(C)C)CC)(C)C.C(=O)([O-])O.[Na+]. Product: [N:1]1([C:8]2[CH:13]=[CH:12][N:11]=[C:10]([NH:14][CH:15]3[CH2:20][CH2:19][CH2:18][N:17]([CH:21]4[CH2:26][CH2:25][CH2:24][CH2:23][CH2:22]4)[CH:16]3[CH2:27][CH2:28][N:29]([CH2:30][CH2:31][O:32][Si:33]([C:36]([CH3:39])([CH3:38])[CH3:37])([CH3:35])[CH3:34])[C:53]([CH:50]3[CH2:51][CH2:52][N:47]([C:45]([O:44][C:40]([CH3:43])([CH3:42])[CH3:41])=[O:46])[CH2:48][CH2:49]3)=[O:54])[N:9]=2)[CH2:7][CH2:6][CH2:5][CH2:4][CH2:3][CH2:2]1. The catalyst class is: 9. (7) Reactant: [Br:1][C:2]1[CH:3]=[C:4]([C@@H:9]([NH:19][C:20](=[O:26])[O:21]C(C)(C)C)[C@@H:10]([C:12]2[CH:17]=[CH:16][C:15]([F:18])=[CH:14][CH:13]=2)O)[C:5]([F:8])=[N:6][CH:7]=1.FC(F)(F)C(O)=O.C(N1C=CN=C1)(N1C=CN=C1)=O. Product: [Br:1][C:2]1[CH:3]=[C:4]([C@@H:9]2[C@@H:10]([C:12]3[CH:13]=[CH:14][C:15]([F:18])=[CH:16][CH:17]=3)[O:26][C:20](=[O:21])[NH:19]2)[C:5]([F:8])=[N:6][CH:7]=1. The catalyst class is: 4. (8) Reactant: Br[C:2]1[CH:3]=[CH:4][C:5]([CH2:8][C:9]([NH2:11])=[O:10])=[N:6][CH:7]=1.[CH3:12][C:13]1([CH3:29])[C:17]([CH3:19])([CH3:18])[O:16][B:15]([B:15]2[O:16][C:17]([CH3:19])([CH3:18])[C:13]([CH3:29])([CH3:12])[O:14]2)[O:14]1.CC([O-])=O.[K+]. Product: [CH3:12][C:13]1([CH3:29])[C:17]([CH3:19])([CH3:18])[O:16][B:15]([C:2]2[CH:3]=[CH:4][C:5]([CH2:8][C:9]([NH2:11])=[O:10])=[N:6][CH:7]=2)[O:14]1. The catalyst class is: 151.